This data is from Peptide-MHC class I binding affinity with 185,985 pairs from IEDB/IMGT. The task is: Regression. Given a peptide amino acid sequence and an MHC pseudo amino acid sequence, predict their binding affinity value. This is MHC class I binding data. (1) The peptide sequence is SVMPAWQEK. The MHC is HLA-B08:01 with pseudo-sequence HLA-B08:01. The binding affinity (normalized) is 0.0847. (2) The peptide sequence is IEFPKTFGW. The MHC is Mamu-B17 with pseudo-sequence Mamu-B17. The binding affinity (normalized) is 0.632. (3) The peptide sequence is ITTKAISRW. The MHC is HLA-A29:02 with pseudo-sequence HLA-A29:02. The binding affinity (normalized) is 0.169. (4) The peptide sequence is TTHKVIFSK. The MHC is BoLA-T2a with pseudo-sequence BoLA-T2a. The binding affinity (normalized) is 0.243. (5) The peptide sequence is VVARLGVPY. The MHC is HLA-B39:01 with pseudo-sequence HLA-B39:01. The binding affinity (normalized) is 0.0847. (6) The peptide sequence is AIQIQMFEA. The MHC is HLA-A03:01 with pseudo-sequence HLA-A03:01. The binding affinity (normalized) is 0.0847. (7) The peptide sequence is GIPHPAGLK. The MHC is HLA-B44:03 with pseudo-sequence HLA-B44:03. The binding affinity (normalized) is 0. (8) The peptide sequence is DRYRARHSL. The MHC is HLA-A31:01 with pseudo-sequence HLA-A31:01. The binding affinity (normalized) is 0. (9) The peptide sequence is PIQKETWETW. The MHC is HLA-B35:03 with pseudo-sequence HLA-B35:03. The binding affinity (normalized) is 0.